From a dataset of Full USPTO retrosynthesis dataset with 1.9M reactions from patents (1976-2016). Predict the reactants needed to synthesize the given product. (1) Given the product [CH2:1]([N:8]1[CH2:17][CH2:16][C:15]2[C:14]([Cl:21])=[N:13][CH:12]=[N:11][C:10]=2[CH2:9]1)[C:2]1[CH:7]=[CH:6][CH:5]=[CH:4][CH:3]=1, predict the reactants needed to synthesize it. The reactants are: [CH2:1]([N:8]1[CH2:17][CH2:16][C:15]2[C:14](=O)[NH:13][CH:12]=[N:11][C:10]=2[CH2:9]1)[C:2]1[CH:7]=[CH:6][CH:5]=[CH:4][CH:3]=1.O=P(Cl)(Cl)[Cl:21].CN(C)C1C=CC=CC=1.C([O-])(O)=O.[Na+]. (2) Given the product [C:34]1(=[O:39])[O:38][CH2:37][CH2:36][O:35]1.[C:40](=[O:47])([O:44][CH2:45][CH3:46])[O:41][CH2:42][CH3:43], predict the reactants needed to synthesize it. The reactants are: C(OC)(=O)C(C)=C.C(OCC1(CC)COC1)(=O)C(C)=C.C(OCC1CCC2OC2C1)(=O)C=C.[C:34]1(=[O:39])[O:38][CH2:37][CH2:36][O:35]1.[C:40](=[O:47])([O:44][CH2:45][CH3:46])[O:41][CH2:42][CH3:43].N(C(C)(C)C#N)=NC(C)(C)C#N. (3) The reactants are: [Br:1][C:2]1[CH:7]=[CH:6][C:5]([F:8])=[CH:4][C:3]=1[CH2:9][CH2:10][S:11]([OH:14])(=O)=[O:12].[Na].S(Cl)([Cl:18])=O.CN(C)C=O. Given the product [Br:1][C:2]1[CH:7]=[CH:6][C:5]([F:8])=[CH:4][C:3]=1[CH2:9][CH2:10][S:11]([Cl:18])(=[O:14])=[O:12], predict the reactants needed to synthesize it. (4) Given the product [CH3:1][C:2]1[N:6]([CH2:7][C:8]([OH:10])=[O:9])[C:5]2[CH2:13][CH2:14][CH2:15][CH2:16][CH2:17][C:4]=2[C:3]=1[CH2:18][C:19]1[CH:24]=[CH:23][CH:22]=[CH:21][C:20]=1[S:25]([N:28]1[CH2:33][CH2:32][O:31][CH2:30][CH2:29]1)(=[O:27])=[O:26], predict the reactants needed to synthesize it. The reactants are: [CH3:1][C:2]1[N:6]([CH2:7][C:8]([O:10]CC)=[O:9])[C:5]2[CH2:13][CH2:14][CH2:15][CH2:16][CH2:17][C:4]=2[C:3]=1[CH2:18][C:19]1[CH:24]=[CH:23][CH:22]=[CH:21][C:20]=1[S:25]([N:28]1[CH2:33][CH2:32][O:31][CH2:30][CH2:29]1)(=[O:27])=[O:26].[Li+].[OH-]. (5) Given the product [CH3:1][CH:2]([C:6]1[CH:11]=[C:10]([C:12]([O:14][CH3:15])=[O:13])[CH:9]=[CH:8][C:7]=1[C:16]1[CH:21]=[C:20]([O:22][CH3:23])[CH:19]=[CH:18][C:17]=1[F:24])[CH:3]([CH3:4])[CH3:5], predict the reactants needed to synthesize it. The reactants are: [CH3:1][C:2]([C:6]1[CH:11]=[C:10]([C:12]([O:14][CH3:15])=[O:13])[CH:9]=[CH:8][C:7]=1[C:16]1[CH:21]=[C:20]([O:22][CH3:23])[CH:19]=[CH:18][C:17]=1[F:24])=[C:3]([CH3:5])[CH3:4].